This data is from Orexin1 receptor HTS with 218,158 compounds and 233 confirmed actives. The task is: Binary Classification. Given a drug SMILES string, predict its activity (active/inactive) in a high-throughput screening assay against a specified biological target. (1) The compound is O=C(Nc1cc2c(nc1)cccc2)c1cc(c([N+]([O-])=O)cc1)C. The result is 0 (inactive). (2) The molecule is Clc1nc(Cl)cc(c1C(=O)NC(=O)Nc1cc(OC)ccc1)C. The result is 0 (inactive).